This data is from Forward reaction prediction with 1.9M reactions from USPTO patents (1976-2016). The task is: Predict the product of the given reaction. (1) The product is: [CH3:13][C:14]1([CH3:21])[CH2:19][CH2:18][C:17]([N:7]2[CH2:12][CH2:11][O:10][CH2:9][CH2:8]2)=[CH:16][CH2:15]1. Given the reactants C1([N:7]2[CH2:12][CH2:11][O:10][CH2:9][CH2:8]2)CCCCC=1.[CH3:13][C:14]1([CH3:21])[CH2:19][CH2:18][C:17](=O)[CH2:16][CH2:15]1.N1CCOCC1, predict the reaction product. (2) Given the reactants [CH2:1]([O:8][C:9]1[CH:14]=[CH:13][C:12]([NH2:15])=[CH:11][C:10]=1[C:16]1[N:17]([CH3:22])[N:18]=[CH:19][C:20]=1[Br:21])[C:2]1[CH:7]=[CH:6][CH:5]=[CH:4][CH:3]=1.[Cl:23][C:24]1[CH:29]=[CH:28][C:27]([N:30]=[C:31]=[O:32])=[CH:26][CH:25]=1, predict the reaction product. The product is: [CH2:1]([O:8][C:9]1[CH:14]=[CH:13][C:12]([NH:15][C:31]([NH:30][C:27]2[CH:28]=[CH:29][C:24]([Cl:23])=[CH:25][CH:26]=2)=[O:32])=[CH:11][C:10]=1[C:16]1[N:17]([CH3:22])[N:18]=[CH:19][C:20]=1[Br:21])[C:2]1[CH:3]=[CH:4][CH:5]=[CH:6][CH:7]=1. (3) Given the reactants [F:1][C:2]1[C:7]([F:8])=[CH:6][CH:5]=[CH:4][C:3]=1[C@@:9]([NH:14][S@@:15]([C:17]([CH3:20])([CH3:19])[CH3:18])=[O:16])([CH2:11][CH2:12][OH:13])[CH3:10].CC(OI1(OC(C)=O)(OC(C)=O)OC(=O)C2C=CC=CC1=2)=O, predict the reaction product. The product is: [F:1][C:2]1[C:7]([F:8])=[CH:6][CH:5]=[CH:4][C:3]=1[C@@:9]([NH:14][S@@:15]([C:17]([CH3:20])([CH3:19])[CH3:18])=[O:16])([CH2:11][CH:12]=[O:13])[CH3:10]. (4) Given the reactants [C:1]([C:3]1[CH:8]=[CH:7][CH:6]=[CH:5][C:4]=1[NH:9][CH:10]1[CH2:15][CH2:14][N:13](C(OC(C)(C)C)=O)[CH2:12][CH2:11]1)#[N:2].N1CCC(NC2C=C(C=CC=2)C#N)CC1, predict the reaction product. The product is: [NH:13]1[CH2:12][CH2:11][CH:10]([NH:9][C:4]2[CH:5]=[CH:6][CH:7]=[CH:8][C:3]=2[C:1]#[N:2])[CH2:15][CH2:14]1. (5) Given the reactants [Br:1][C:2]1[N:3]=[C:4](Cl)[S:5][C:6]=1[C:7]([F:10])([F:9])[F:8].[NH3:12].O, predict the reaction product. The product is: [Br:1][C:2]1[N:3]=[C:4]([NH2:12])[S:5][C:6]=1[C:7]([F:10])([F:9])[F:8]. (6) Given the reactants C(OC([NH:8][C:9]1[CH:18]=[C:17]([Cl:19])[C:12]([C:13]([O:15][CH3:16])=[O:14])=[C:11]([Cl:20])[CH:10]=1)=O)(C)(C)C, predict the reaction product. The product is: [NH2:8][C:9]1[CH:10]=[C:11]([Cl:20])[C:12]([C:13]([O:15][CH3:16])=[O:14])=[C:17]([Cl:19])[CH:18]=1.